From a dataset of NCI-60 drug combinations with 297,098 pairs across 59 cell lines. Regression. Given two drug SMILES strings and cell line genomic features, predict the synergy score measuring deviation from expected non-interaction effect. (1) Synergy scores: CSS=21.5, Synergy_ZIP=-9.16, Synergy_Bliss=-9.61, Synergy_Loewe=-12.2, Synergy_HSA=-4.34. Drug 2: C1=NC(=NC(=O)N1C2C(C(C(O2)CO)O)O)N. Cell line: MCF7. Drug 1: CC1=C2C(C(=O)C3(C(CC4C(C3C(C(C2(C)C)(CC1OC(=O)C(C(C5=CC=CC=C5)NC(=O)C6=CC=CC=C6)O)O)OC(=O)C7=CC=CC=C7)(CO4)OC(=O)C)O)C)OC(=O)C. (2) Drug 1: COC1=C2C(=CC3=C1OC=C3)C=CC(=O)O2. Drug 2: C1C(C(OC1N2C=NC(=NC2=O)N)CO)O. Cell line: CAKI-1. Synergy scores: CSS=-1.86, Synergy_ZIP=1.08, Synergy_Bliss=0.215, Synergy_Loewe=-5.18, Synergy_HSA=-4.87.